This data is from Forward reaction prediction with 1.9M reactions from USPTO patents (1976-2016). The task is: Predict the product of the given reaction. (1) Given the reactants [F:1][C:2]1[CH:7]=[CH:6][C:5]([N+:8]([O-])=O)=[CH:4][C:3]=1[N:11]1[C:15](=[O:16])[N:14]([CH3:17])[N:13]=[N:12]1.C(OCC)(=O)C, predict the reaction product. The product is: [NH2:8][C:5]1[CH:6]=[CH:7][C:2]([F:1])=[C:3]([N:11]2[C:15](=[O:16])[N:14]([CH3:17])[N:13]=[N:12]2)[CH:4]=1. (2) The product is: [NH2:24][CH2:23][CH2:22][CH2:21][CH2:20][CH2:19][N:18]1[C:17]2[CH:25]=[CH:26][CH:27]=[CH:28][C:16]=2[N:15]=[C:14]1[CH2:13][N:2]([CH3:1])[CH:3]1[C:12]2[N:11]=[CH:10][CH:9]=[CH:8][C:7]=2[CH2:6][CH2:5][CH2:4]1. Given the reactants [CH3:1][N:2]([CH2:13][C:14]1[N:18]([CH2:19][CH2:20][CH2:21][CH2:22][C:23]#[N:24])[C:17]2[CH:25]=[CH:26][CH:27]=[CH:28][C:16]=2[N:15]=1)[CH:3]1[C:12]2[N:11]=[CH:10][CH:9]=[CH:8][C:7]=2[CH2:6][CH2:5][CH2:4]1.NCCCN1C2C=CC=CC=2N=C1CN(C)C1C2N=CC=CC=2CCC1, predict the reaction product. (3) Given the reactants [CH3:1][C:2]1[C:7]([O:8][CH3:9])=[C:6]([CH2:10]/[CH:11]=[C:12](/[CH2:14][CH2:15][C:16]([O:18][CH2:19][CH2:20][N:21]2[CH2:26][CH2:25][O:24][CH2:23][CH2:22]2)=[O:17])\[CH3:13])[C:5]([OH:27])=[C:4]2[C:28]([O:30][CH2:31][C:3]=12)=[O:29].C(O)(=O)C.C[Si](C)(C)[Cl:38], predict the reaction product. The product is: [CH3:1][C:2]1[C:7]([O:8][CH3:9])=[C:6]([CH2:10]/[CH:11]=[C:12](/[CH2:14][CH2:15][C:16]([O:18][CH2:19][CH2:20][N:21]2[CH2:22][CH2:23][O:24][CH2:25][CH2:26]2)=[O:17])\[CH3:13])[C:5]([OH:27])=[C:4]2[C:28]([O:30][CH2:31][C:3]=12)=[O:29].[ClH:38]. (4) Given the reactants [NH:1]1[C:9]2[C:4](=[CH:5][CH:6]=[CH:7][CH:8]=2)[CH2:3][CH2:2]1.[N:10]([CH2:13][CH2:14][C:15]1[CH:20]=[CH:19][CH:18]=[CH:17][CH:16]=1)=[C:11]=[O:12], predict the reaction product. The product is: [CH2:13]([NH:10][C:11]([N:1]1[C:9]2[C:4](=[CH:5][CH:6]=[CH:7][CH:8]=2)[CH2:3][CH2:2]1)=[O:12])[CH2:14][C:15]1[CH:20]=[CH:19][CH:18]=[CH:17][CH:16]=1.